This data is from Forward reaction prediction with 1.9M reactions from USPTO patents (1976-2016). The task is: Predict the product of the given reaction. (1) The product is: [NH2:1][C:4]1[CH:5]=[C:6]([CH2:10][CH2:11][CH2:12][NH:22][C:24](=[O:25])[C:27]([F:34])([F:33])[F:26])[CH:7]=[CH:8][CH:9]=1. Given the reactants [N+:1]([C:4]1[CH:5]=[C:6]([CH:10]=[CH:11][C:12](O)=O)[CH:7]=[CH:8][CH:9]=1)([O-])=O.C(Cl)(=O)C(Cl)=O.C[N:22]([CH:24]=[O:25])C.[F:26][C:27]([F:34])([F:33])C(OCC)=O, predict the reaction product. (2) Given the reactants [C:1]([O:4][C@@H:5]1[C@H:10]2[O:11][C@@H:12]([CH2:15][CH2:16][O:17][C:18](=[O:23])[C:19]([CH3:22])([CH3:21])[CH3:20])[CH2:13][CH2:14][C:9]2([O:24][CH3:25])[O:8][C@H:7]2[C@@H:26]([O:40]CC3C=CC=CC=3)[C@@H:27]([CH2:29]C(CC([O-])=O)CCC([O-])=O)[O:28][C@@H:6]12)(=[O:3])[CH3:2].[H][H].[CH3:50][CH2:51][O:52][C:53]([CH3:55])=[O:54], predict the reaction product. The product is: [C:53]([O:52][CH2:51][CH:50]([O:4][C:1](=[O:3])[CH3:2])[CH2:29][C@H:27]1[O:28][C@@H:6]2[C@@H:7]([O:8][C:9]3([O:24][CH3:25])[CH2:14][CH2:13][C@H:12]([CH2:15][CH2:16][O:17][C:18](=[O:23])[C:19]([CH3:20])([CH3:21])[CH3:22])[O:11][C@@H:10]3[C@H:5]2[O:4][C:1](=[O:3])[CH3:2])[C@H:26]1[OH:40])(=[O:54])[CH3:55]. (3) The product is: [C:16]([NH:1][C:2]1[CH:3]=[CH:4][C:5]2[N:6]([CH:8]=[C:9]([C:11]([O:13][CH2:14][CH3:15])=[O:12])[N:10]=2)[CH:7]=1)(=[O:18])[CH3:17]. Given the reactants [NH2:1][C:2]1[CH:3]=[CH:4][C:5]2[N:6]([CH:8]=[C:9]([C:11]([O:13][CH2:14][CH3:15])=[O:12])[N:10]=2)[CH:7]=1.[C:16](OC(=O)C)(=[O:18])[CH3:17], predict the reaction product. (4) Given the reactants [C:1]([C:5]1[N:13]=[C:12]2[C:8]([N:9]=[CH:10][NH:11]2)=[C:7]([N:14]2[CH2:18][CH2:17][C:16]([F:20])([F:19])[CH2:15]2)[N:6]=1)([CH3:4])([CH3:3])[CH3:2].[H-].[Na+].Br[CH2:24][C:25]1[CH:30]=[CH:29][C:28]([Cl:31])=[CH:27][CH:26]=1, predict the reaction product. The product is: [C:1]([C:5]1[N:13]=[C:12]2[C:8]([N:9]=[CH:10][N:11]2[CH2:24][C:25]2[CH:30]=[CH:29][C:28]([Cl:31])=[CH:27][CH:26]=2)=[C:7]([N:14]2[CH2:18][CH2:17][C:16]([F:19])([F:20])[CH2:15]2)[N:6]=1)([CH3:4])([CH3:2])[CH3:3]. (5) Given the reactants [Br:1][C:2]1[CH:7]=[C:6](Br)[CH:5]=[C:4]([CH3:9])[N:3]=1.[Li]CCCC.[CH3:15][C:16]([CH3:18])=[O:17], predict the reaction product. The product is: [Br:1][C:2]1[CH:7]=[C:6]([C:16]([OH:17])([CH3:18])[CH3:15])[CH:5]=[C:4]([CH3:9])[N:3]=1. (6) Given the reactants C([Sn](CCCC)(CCCC)[C:6]1[CH:15]=[CH:14][C:13]2[C:8](=[CH:9][CH:10]=[C:11]([Sn](CCCC)(CCCC)CCCC)[CH:12]=2)[CH:7]=1)CCC.Br[C:38]1[CH:56]=[CH:55][CH:54]=[CH:53][C:39]=1[NH:40][CH2:41][CH2:42][CH2:43][CH2:44][CH2:45][CH2:46][CH2:47][CH2:48][CH2:49][CH2:50][CH2:51][CH3:52].[F-].[Cs+], predict the reaction product. The product is: [CH:12]1[C:13]2[C:8](=[CH:7][C:6]([C:38]3[CH:56]=[CH:55][CH:54]=[CH:53][C:39]=3[NH:40][CH2:41][CH2:42][CH2:43][CH2:44][CH2:45][CH2:46][CH2:47][CH2:48][CH2:49][CH2:50][CH2:51][CH3:52])=[CH:15][CH:14]=2)[CH:9]=[CH:10][C:11]=1[C:38]1[CH:56]=[CH:55][CH:54]=[CH:53][C:39]=1[NH:40][CH2:41][CH2:42][CH2:43][CH2:44][CH2:45][CH2:46][CH2:47][CH2:48][CH2:49][CH2:50][CH2:51][CH3:52].